Predict the product of the given reaction. From a dataset of Forward reaction prediction with 1.9M reactions from USPTO patents (1976-2016). Given the reactants C([O:5][C:6]1[CH:36]=[CH:35][C:9]([O:10][CH2:11][CH2:12][N:13]2[C:21]3[CH:20]=[CH:19][N:18]=[C:17]([C:22]4[CH:27]=[CH:26][CH:25]=[C:24]([O:28][CH2:29][CH3:30])[CH:23]=4)[C:16]=3[CH:15]=[C:14]2[C:31]([O:33][CH3:34])=[O:32])=[CH:8][CH:7]=1)(C)(C)C, predict the reaction product. The product is: [CH2:29]([O:28][C:24]1[CH:23]=[C:22]([C:17]2[C:16]3[CH:15]=[C:14]([C:31]([O:33][CH3:34])=[O:32])[N:13]([CH2:12][CH2:11][O:10][C:9]4[CH:8]=[CH:7][C:6]([OH:5])=[CH:36][CH:35]=4)[C:21]=3[CH:20]=[CH:19][N:18]=2)[CH:27]=[CH:26][CH:25]=1)[CH3:30].